The task is: Predict the reaction yield, written as a fraction of the theoretical maximum amount of product (1.0 means a 100% yield; for example, 0.34 means a 34% yield).. This data is from Reaction yield outcomes from USPTO patents with 853,638 reactions. (1) The reactants are [N+:1]([C:4]1[CH:5]=[N:6][CH:7]=[CH:8][C:9]=1[NH2:10])([O-:3])=[O:2].CC([O-])=O.[Na+].[Br:16]Br.C([O-])(O)=O.[Na+]. The catalyst is O.C(O)(=O)C. The product is [Br:16][C:8]1[CH:7]=[N:6][CH:5]=[C:4]([N+:1]([O-:3])=[O:2])[C:9]=1[NH2:10]. The yield is 0.770. (2) The reactants are Cl[C:2]1[C:3]2[CH:10]=[CH:9][NH:8][C:4]=2[N:5]=[CH:6][N:7]=1.[Cl:11][C:12]1[CH:13]=[C:14]([NH2:19])[CH:15]=[CH:16][C:17]=1[F:18]. The catalyst is CN(C=O)C.C(OCC)(=O)C.FC(F)(F)S([O-])(=O)=O.[Ag+]. The product is [Cl:11][C:12]1[CH:13]=[C:14]([NH:19][C:2]2[C:3]3[CH:10]=[CH:9][NH:8][C:4]=3[N:5]=[CH:6][N:7]=2)[CH:15]=[CH:16][C:17]=1[F:18]. The yield is 0.930. (3) The reactants are [OH:1][C:2]1[CH:3]=[C:4]([C:9]2[CH:10]=[C:11]([CH:14]=[CH:15][CH:16]=2)[C:12]#[N:13])[CH:5]=[N:6][C:7]=1[OH:8].CN(C=O)C.[N-:22]=[N+:23]=[N-:24].[Na+]. The catalyst is CC(O)=O. The product is [NH:22]1[C:12]([C:11]2[CH:10]=[C:9]([C:4]3[CH:3]=[C:2]([OH:1])[C:7](=[O:8])[NH:6][CH:5]=3)[CH:16]=[CH:15][CH:14]=2)=[N:13][N:24]=[N:23]1. The yield is 0.170. (4) The reactants are [Cl:1][C:2]1[C:7]([Cl:8])=[CH:6][C:5]([C:9]([C:11]2[CH:16]=[CH:15][CH:14]=[CH:13][CH:12]=2)=O)=[C:4]([OH:17])[CH:3]=1.[C:18](OCC)(=[O:25])[CH2:19][C:20]([O:22]CC)=[O:21].C1CCN2C(=NCCC2)CC1. The catalyst is C(OCC)(=O)C. The product is [Cl:8][C:7]1[CH:6]=[C:5]2[C:4](=[CH:3][C:2]=1[Cl:1])[O:17][C:18](=[O:25])[C:19]([C:20]([OH:22])=[O:21])=[C:9]2[C:11]1[CH:16]=[CH:15][CH:14]=[CH:13][CH:12]=1. The yield is 0.340.